From a dataset of Forward reaction prediction with 1.9M reactions from USPTO patents (1976-2016). Predict the product of the given reaction. (1) Given the reactants [NH:1]1[CH2:10][CH2:9][C:8]2[C:3]3=[C:4]([C:11](=[O:13])[CH2:12][CH:2]13)[CH:5]=[CH:6][CH:7]=2.C=O.[C:16]([O-])(O)=O.[Na+], predict the reaction product. The product is: [CH3:16][N:1]1[CH2:10][CH2:9][C:8]2[C:3]3=[C:4]([C:11](=[O:13])[CH2:12][CH:2]13)[CH:5]=[CH:6][CH:7]=2. (2) Given the reactants C(O)(=O)CCCCCCC/C=C/CCCCCCCC.C1CCC(N=C=NC2CCCCC2)CC1.C(O)C1C=CC=CC=1.[C:44]([O:63][CH2:64][C:65]1[CH:70]=[CH:69][CH:68]=[CH:67][CH:66]=1)(=[O:62])[CH2:45][CH2:46][CH2:47][CH2:48][CH2:49][CH2:50][CH2:51]/[CH:52]=[CH:53]\[CH2:54][CH2:55][CH2:56][CH2:57][CH2:58][CH2:59][CH2:60][CH3:61], predict the reaction product. The product is: [C:44]([O:63][CH2:64][C:65]1[CH:66]=[CH:67][CH:68]=[CH:69][CH:70]=1)(=[O:62])[CH2:45][CH2:46][CH2:47][CH2:48][CH2:49][CH2:50][CH2:51]/[CH:52]=[CH:53]/[CH2:54][CH2:55][CH2:56][CH2:57][CH2:58][CH2:59][CH2:60][CH3:61].